Dataset: Merck oncology drug combination screen with 23,052 pairs across 39 cell lines. Task: Regression. Given two drug SMILES strings and cell line genomic features, predict the synergy score measuring deviation from expected non-interaction effect. Drug 1: O=c1[nH]cc(F)c(=O)[nH]1. Drug 2: O=C(NOCC(O)CO)c1ccc(F)c(F)c1Nc1ccc(I)cc1F. Cell line: UACC62. Synergy scores: synergy=-3.44.